This data is from Catalyst prediction with 721,799 reactions and 888 catalyst types from USPTO. The task is: Predict which catalyst facilitates the given reaction. Reactant: [CH3:1][CH:2]([CH2:9][CH:10]([CH3:12])[CH3:11])[CH:3](O)[CH2:4][N+:5]([O-:7])=[O:6].S(Cl)(C)(=O)=O.C(N(CC)CC)C.O. Product: [CH3:1][CH:2]([CH2:9][CH:10]([CH3:12])[CH3:11])[CH:3]=[CH:4][N+:5]([O-:7])=[O:6]. The catalyst class is: 4.